This data is from Catalyst prediction with 721,799 reactions and 888 catalyst types from USPTO. The task is: Predict which catalyst facilitates the given reaction. (1) Reactant: [I:1][C:2]1[C:7]2[O:8][CH2:9][CH2:10][CH2:11][C:12](=[O:13])[C:6]=2[CH:5]=[C:4]([C:14]#[C:15][Si](C)(C)C)[C:3]=1[NH:20][CH3:21]. Product: [I:1][C:2]1[C:7]2[O:8][CH2:9][CH2:10][CH2:11][C:12](=[O:13])[C:6]=2[CH:5]=[C:4]2[C:3]=1[N:20]([CH3:21])[CH:15]=[CH:14]2. The catalyst class is: 205. (2) Reactant: [NH2:1][CH2:2][CH:3]([OH:13])[CH2:4][O:5][C:6]1[CH:11]=[CH:10][C:9]([F:12])=[CH:8][CH:7]=1.C(N(CC)CC)C.[C:21](O[C:21]([O:23][C:24]([CH3:27])([CH3:26])[CH3:25])=[O:22])([O:23][C:24]([CH3:27])([CH3:26])[CH3:25])=[O:22]. Product: [F:12][C:9]1[CH:10]=[CH:11][C:6]([O:5][CH2:4][CH:3]([OH:13])[CH2:2][NH:1][C:21](=[O:22])[O:23][C:24]([CH3:27])([CH3:26])[CH3:25])=[CH:7][CH:8]=1. The catalyst class is: 4.